This data is from Reaction yield outcomes from USPTO patents with 853,638 reactions. The task is: Predict the reaction yield, written as a fraction of the theoretical maximum amount of product (1.0 means a 100% yield; for example, 0.34 means a 34% yield). (1) The reactants are Cl.[F:2][C:3]1[CH:8]=[C:7]([F:9])[CH:6]=[CH:5][C:4]=1[C:10]1[N:11]=[C:12]([N:15]2[CH2:20][CH2:19][NH:18][CH2:17][CH2:16]2)[S:13][CH:14]=1.[OH-].[Na+]. The catalyst is O. The product is [F:2][C:3]1[CH:8]=[C:7]([F:9])[CH:6]=[CH:5][C:4]=1[C:10]1[N:11]=[C:12]([N:15]2[CH2:16][CH2:17][NH:18][CH2:19][CH2:20]2)[S:13][CH:14]=1. The yield is 0.737. (2) The reactants are [O:1]1[C:5]2[CH:6]=[CH:7][C:8]([C:10]3[CH:15]=[CH:14][C:13]([C:16]4[N:21]=[C:20]([O:22][CH2:23][CH2:24][CH2:25][CH2:26][C:27]([CH3:32])([CH3:31])[C:28]([OH:30])=O)[CH:19]=[CH:18][CH:17]=4)=[CH:12][CH:11]=3)=[CH:9][C:4]=2[O:3][CH2:2]1.C(N(C(C)C)CC)(C)C.[NH2:42][C@H:43]([C:56]([O:58][C:59]([CH3:62])([CH3:61])[CH3:60])=[O:57])[CH2:44][C:45]1[CH:50]=[CH:49][C:48]([O:51][C:52]([CH3:55])([CH3:54])[CH3:53])=[CH:47][CH:46]=1.Cl.F[P-](F)(F)(F)(F)F.N1(OC(N(C)C)=[N+](C)C)C2C=CC=CC=2N=N1. The catalyst is CN(C)C=O. The product is [O:1]1[C:5]2[CH:6]=[CH:7][C:8]([C:10]3[CH:11]=[CH:12][C:13]([C:16]4[N:21]=[C:20]([O:22][CH2:23][CH2:24][CH2:25][CH2:26][C:27]([CH3:32])([CH3:31])[C:28]([NH:42][CH:43]([CH2:44][C:45]5[CH:46]=[CH:47][C:48]([O:51][C:52]([CH3:55])([CH3:54])[CH3:53])=[CH:49][CH:50]=5)[C:56]([O:58][C:59]([CH3:61])([CH3:60])[CH3:62])=[O:57])=[O:30])[CH:19]=[CH:18][CH:17]=4)=[CH:14][CH:15]=3)=[CH:9][C:4]=2[O:3][CH2:2]1. The yield is 1.16. (3) The reactants are [CH3:1][N:2]1[CH2:6][CH2:5][CH2:4][C@H:3]1[C:7]1[CH2:8][C:9]([CH:13]=[O:14])=[CH:10][NH:11][CH:12]=1.[S]. The catalyst is C1(C)C=CC=CC=1. The product is [CH3:1][N:2]1[CH2:6][CH2:5][CH2:4][CH:3]1[C:7]1[CH:8]=[C:9]([CH:13]=[O:14])[CH:10]=[N:11][CH:12]=1. The yield is 0.830. (4) The reactants are [CH:1]1[CH:6]=[CH:5][C:4]([C:7]2[C:12]([N:13]=[C:14]=[O:15])=[CH:11][CH:10]=[CH:9][CH:8]=2)=[CH:3][CH:2]=1.Cl.[N:17]12[CH2:24][CH2:23][CH:20]([CH2:21][CH2:22]1)[C@@H:19](O)[CH2:18]2.CN(C)C=[O:29]. The catalyst is C(OCC)(=O)C. The product is [N:17]12[CH2:18][CH:19]([CH2:21][CH2:22]1)[C@H:20]([O:15][C:14](=[O:29])[NH:13][C:12]1[CH:11]=[CH:10][CH:9]=[CH:8][C:7]=1[C:4]1[CH:3]=[CH:2][CH:1]=[CH:6][CH:5]=1)[CH2:23][CH2:24]2. The yield is 0.990. (5) The reactants are O[CH2:2][CH2:3][CH2:4][C:5]1[CH:12]=[CH:11][C:8]([C:9]#[N:10])=[CH:7][CH:6]=1.C1(P(C2C=CC=CC=2)C2C=CC=CC=2)C=CC=CC=1.C(Br)(Br)(Br)[Br:33]. The catalyst is C(Cl)Cl. The product is [Br:33][CH2:2][CH2:3][CH2:4][C:5]1[CH:12]=[CH:11][C:8]([C:9]#[N:10])=[CH:7][CH:6]=1. The yield is 0.690. (6) The reactants are [Cl:1][C:2]1[CH:10]=[CH:9][C:5]([C:6](Cl)=[O:7])=[CH:4][CH:3]=1.[NH2:11][C:12]1[CH:13]=[C:14]([C:18]2[C:22]([Br:23])=[CH:21][N:20]([CH3:24])[N:19]=2)[CH:15]=[CH:16][CH:17]=1.C(N(CC)CC)C. The catalyst is C(Cl)Cl. The product is [Br:23][C:22]1[C:18]([C:14]2[CH:13]=[C:12]([NH:11][C:6]([C:5]3[CH:9]=[CH:10][C:2]([Cl:1])=[CH:3][CH:4]=3)=[O:7])[CH:17]=[CH:16][CH:15]=2)=[N:19][N:20]([CH3:24])[CH:21]=1. The yield is 0.720. (7) The reactants are [CH2:1]([N:3]([CH2:7][CH3:8])[C:4](Cl)=[O:5])[CH3:2].[Cl:9][C:10]1[C:11]([O:20][C:21]2[CH:25]=[C:24]([CH3:26])[NH:23][N:22]=2)=[N:12][CH:13]=[C:14]([C:16]([F:19])([F:18])[F:17])[CH:15]=1.C(=O)([O-])[O-].[K+].[K+].Cl. The catalyst is CN(C=O)C. The product is [CH2:1]([N:3]([CH2:7][CH3:8])[C:4]([N:23]1[C:24]([CH3:26])=[CH:25][C:21]([O:20][C:11]2[C:10]([Cl:9])=[CH:15][C:14]([C:16]([F:19])([F:18])[F:17])=[CH:13][N:12]=2)=[N:22]1)=[O:5])[CH3:2]. The yield is 0.112. (8) The reactants are [N+:1]([O-:4])(O)=[O:2].C(O)(=O)C.[F:9][C:10]1[CH:15]=[C:14]([CH3:16])[CH:13]=[CH:12][C:11]=1[OH:17]. The catalyst is O. The product is [F:9][C:10]1[CH:15]=[C:14]([CH3:16])[CH:13]=[C:12]([N+:1]([O-:4])=[O:2])[C:11]=1[OH:17]. The yield is 0.310. (9) The reactants are Br[C:2]1[N:6]([S:7]([C:10]2[CH:15]=[CH:14][C:13]([F:16])=[CH:12][CH:11]=2)(=[O:9])=[O:8])[CH:5]=[C:4]([C:17]([O:19][CH3:20])=[O:18])[C:3]=1[CH3:21].[C:22]1(B(O)O)[CH:27]=[CH:26][CH:25]=[CH:24][CH:23]=1.C(=O)([O-])[O-].[Na+].[Na+].O. The catalyst is COCCOC.C1C=CC([P]([Pd]([P](C2C=CC=CC=2)(C2C=CC=CC=2)C2C=CC=CC=2)([P](C2C=CC=CC=2)(C2C=CC=CC=2)C2C=CC=CC=2)[P](C2C=CC=CC=2)(C2C=CC=CC=2)C2C=CC=CC=2)(C2C=CC=CC=2)C2C=CC=CC=2)=CC=1. The product is [F:16][C:13]1[CH:14]=[CH:15][C:10]([S:7]([N:6]2[C:2]([C:22]3[CH:27]=[CH:26][CH:25]=[CH:24][CH:23]=3)=[C:3]([CH3:21])[C:4]([C:17]([O:19][CH3:20])=[O:18])=[CH:5]2)(=[O:9])=[O:8])=[CH:11][CH:12]=1. The yield is 0.840. (10) The reactants are Br[C:2]1[N:7]=[C:6]([C:8]2[C:16]3[C:11](=[CH:12][N:13]=[C:14]([C:17]4[CH:18]=[N:19][CH:20]=[CH:21][CH:22]=4)[CH:15]=3)[N:10](COCC[Si](C)(C)C)[N:9]=2)[CH:5]=[CH:4][CH:3]=1.[O:31]=[C:32]1[NH:37][CH2:36][CH2:35][N:34](C(OC(C)(C)C)=O)[CH2:33]1. No catalyst specified. The product is [N:19]1[CH:20]=[CH:21][CH:22]=[C:17]([C:14]2[CH:15]=[C:16]3[C:8]([C:6]4[N:7]=[C:2]([N:37]5[CH2:36][CH2:35][NH:34][CH2:33][C:32]5=[O:31])[CH:3]=[CH:4][CH:5]=4)=[N:9][NH:10][C:11]3=[CH:12][N:13]=2)[CH:18]=1. The yield is 0.200.